This data is from Acute oral toxicity (LD50) regression data from Zhu et al.. The task is: Regression/Classification. Given a drug SMILES string, predict its toxicity properties. Task type varies by dataset: regression for continuous values (e.g., LD50, hERG inhibition percentage) or binary classification for toxic/non-toxic outcomes (e.g., AMES mutagenicity, cardiotoxicity, hepatotoxicity). Dataset: ld50_zhu. The compound is CN(N=O)C(C)(C)c1ccccc1. The rat oral LD50 is 1.93, given as -log10 of the dose in mol/kg body weight (higher means more acutely toxic).